Task: Predict the product of the given reaction.. Dataset: Forward reaction prediction with 1.9M reactions from USPTO patents (1976-2016) (1) Given the reactants [CH2:1]([O:4][C:5]1[CH:10]=[CH:9][C:8]([CH2:11][C@H:12]([NH:20]C(OC(C)(C)C)=O)[C:13]([O:15][C:16]([CH3:19])([CH3:18])[CH3:17])=[O:14])=[CH:7][CH:6]=1)[CH:2]=[CH2:3].Cl, predict the reaction product. The product is: [CH2:1]([O:4][C:5]1[CH:10]=[CH:9][C:8]([CH2:11][C@H:12]([NH2:20])[C:13]([O:15][C:16]([CH3:19])([CH3:18])[CH3:17])=[O:14])=[CH:7][CH:6]=1)[CH:2]=[CH2:3]. (2) Given the reactants C(O)(=O)C.C(O)(=O)C.IC1C=CC=CC=1.FC(F)(F)S(O)(=O)=O.[Br:24][C:25]1[CH:30]=[CH:29][C:28]([C:31](=[O:33])[CH3:32])=[C:27]([F:34])[CH:26]=1.C(=O)([O-])O.[Na+].[C:40](#[N:42])[CH3:41], predict the reaction product. The product is: [Br:24][C:25]1[CH:30]=[CH:29][C:28]([C:31]2[O:33][C:40]([CH3:41])=[N:42][CH:32]=2)=[C:27]([F:34])[CH:26]=1. (3) Given the reactants CC(C(OCCO)=O)=C.[CH:10]1[C:15]([Cl:16])=[CH:14][C:13]([Cl:17])=[C:12]([CH2:18][O:19][CH:20]([C:27]2[CH:28]=[CH:29][C:30]([Cl:34])=[CH:31][C:32]=2[Cl:33])[CH2:21][N:22]2[CH:26]=[N:25][CH:24]=[CH:23]2)[CH:11]=1.[N+]([O-])(O)=O.C(O)C, predict the reaction product. The product is: [CH:10]1[C:15]([Cl:16])=[CH:14][C:13]([Cl:17])=[C:12]([CH2:18][O:19][CH:20]([C:27]2[CH:28]=[CH:29][C:30]([Cl:34])=[CH:31][C:32]=2[Cl:33])[CH2:21][N:22]2[CH:26]=[N:25][CH:24]=[CH:23]2)[CH:11]=1. (4) Given the reactants [F:1][C:2]1([F:24])[CH2:7][CH2:6][CH:5]([CH2:8][NH:9][C:10]([C:12]2[C:13]3[CH:14]=[CH:15][C:16](Cl)=[N:17][C:18]=3[CH:19]=[CH:20][C:21]=2[Cl:22])=[O:11])[CH2:4][CH2:3]1.CC[N:27]([CH:31]([CH3:33])C)[CH:28]([CH3:30])C.N1CC[CH:36]([C@H:39]([OH:41])C)C1, predict the reaction product. The product is: [F:1][C:2]1([F:24])[CH2:7][CH2:6][CH:5]([CH2:8][NH:9][C:10]([C:12]2[C:13]3[CH:14]=[CH:15][C:16]([N:27]4[CH2:28][CH2:30][C@H:33]([CH2:36][CH2:39][OH:41])[CH2:31]4)=[N:17][C:18]=3[CH:19]=[CH:20][C:21]=2[Cl:22])=[O:11])[CH2:4][CH2:3]1.